From a dataset of Catalyst prediction with 721,799 reactions and 888 catalyst types from USPTO. Predict which catalyst facilitates the given reaction. (1) Reactant: [F:1][C:2]1[CH:35]=[C:34]([N+:36]([O-:38])=[O:37])[CH:33]=[CH:32][C:3]=1[O:4][C:5]1[CH:10]=[CH:9][N:8]=[C:7]2[CH:11]=[C:12]([C:14]3[CH:31]=[CH:30][C:17]([CH2:18][NH:19][CH2:20][CH2:21][O:22][CH2:23][CH2:24][O:25][CH2:26][CH2:27][O:28][CH3:29])=[CH:16][CH:15]=3)[S:13][C:6]=12.[C:39](OC(=O)C)(=[O:41])[CH3:40]. Product: [F:1][C:2]1[CH:35]=[C:34]([N+:36]([O-:38])=[O:37])[CH:33]=[CH:32][C:3]=1[O:4][C:5]1[CH:10]=[CH:9][N:8]=[C:7]2[CH:11]=[C:12]([C:14]3[CH:31]=[CH:30][C:17]([CH2:18][N:19]([CH2:20][CH2:21][O:22][CH2:23][CH2:24][O:25][CH2:26][CH2:27][O:28][CH3:29])[C:39](=[O:41])[CH3:40])=[CH:16][CH:15]=3)[S:13][C:6]=12. The catalyst class is: 7. (2) Reactant: [CH3:1][N:2]([CH3:27])[CH2:3][CH2:4][NH:5][C:6]([C:8]1[C:21]2[C:12](=[N:13][C:14]3[C:19]([N:20]=2)=[C:18]2[CH:22]=[CH:23][CH:24]=[C:25]([OH:26])[C:17]2=[CH:16][CH:15]=3)[CH:11]=[CH:10][CH:9]=1)=[O:7].C(N(CC)CC)C.[CH2:35]([N:37]=[C:38]=[O:39])[CH3:36]. Product: [CH3:1][N:2]([CH3:27])[CH2:3][CH2:4][NH:5][C:6]([C:8]1[C:21]2[C:12](=[N:13][C:14]3[C:19]([N:20]=2)=[C:18]2[CH:22]=[CH:23][CH:24]=[C:25]([O:26][C:38](=[O:39])[NH:37][CH2:35][CH3:36])[C:17]2=[CH:16][CH:15]=3)[CH:11]=[CH:10][CH:9]=1)=[O:7]. The catalyst class is: 9.